This data is from Catalyst prediction with 721,799 reactions and 888 catalyst types from USPTO. The task is: Predict which catalyst facilitates the given reaction. Reactant: [CH2:1]([N:8]1[C:12]2=[CH:13][N:14]=[C:15]([NH2:18])[C:16](Br)=[C:11]2[CH:10]=[CH:9]1)[C:2]1[CH:7]=[CH:6][CH:5]=[CH:4][CH:3]=1.[O:19]1[C:23]2[CH:24]=[CH:25][CH:26]=[CH:27][C:22]=2[CH:21]=[C:20]1B(O)O.C(=O)([O-])[O-].[K+].[K+]. Product: [O:19]1[C:20]2=[CH:21][CH:22]=[CH:27][C:26]2=[CH:25][CH:24]=[C:23]1[C:9]1[N:8]([CH2:1][C:2]2[CH:7]=[CH:6][CH:5]=[CH:4][CH:3]=2)[C:12]2=[CH:13][N:14]=[C:15]([NH2:18])[CH:16]=[C:11]2[CH:10]=1. The catalyst class is: 117.